From a dataset of Reaction yield outcomes from USPTO patents with 853,638 reactions. Predict the reaction yield, written as a fraction of the theoretical maximum amount of product (1.0 means a 100% yield; for example, 0.34 means a 34% yield). (1) The reactants are [F:1][C:2]([F:12])([F:11])[CH2:3][CH2:4][S:5][CH2:6][CH2:7][C:8]([OH:10])=O.[CH:13]1N=C[N:15](C(N2C=NC=C2)=O)[CH:14]=1.Cl.N1C=CN=C1.[Cl:31][C:32]1(NCC)[CH:36]=[CH:35][N:34]([C:37]2[CH:38]=[N:39][CH:40]=[CH:41][CH:42]=2)[NH:33]1. The catalyst is C(#N)C. The product is [Cl:31][C:32]1[C:36]([N:15]([CH2:14][CH3:13])[C:8](=[O:10])[CH2:7][CH2:6][S:5][CH2:4][CH2:3][C:2]([F:1])([F:12])[F:11])=[CH:35][N:34]([C:37]2[CH:38]=[N:39][CH:40]=[CH:41][CH:42]=2)[N:33]=1. The yield is 0.860. (2) The reactants are [CH3:1][N:2]([CH3:10])[C:3]1([C:8]#[N:9])[CH2:7][CH2:6][CH2:5][CH2:4]1.[S:11]1[CH:15]=[CH:14][CH:13]=[C:12]1[Li].[BH4-].[Na+].C(=O)([O-])O.[Na+]. The catalyst is C1COCC1.CO. The product is [NH2:9][CH:8]([C:12]1[S:11][CH:15]=[CH:14][CH:13]=1)[C:3]1([N:2]([CH3:10])[CH3:1])[CH2:7][CH2:6][CH2:5][CH2:4]1. The yield is 0.310. (3) The reactants are C(OC(N1CC[N:11]([C:14]2C(=O)N(CC(C)C)N=[C:18](C3C=CC(C)=C(F)C=3)[C:19]=2C)CC1)=O)(C)(C)C.[CH2:34]([N:38]1[C:43](=[O:44])[C:42]([CH2:45]OS(C)(=O)=O)=[CH:41][C:40]([C:51]2[CH:56]=[CH:55][C:54]([S:57][CH3:58])=[CH:53][CH:52]=2)=[N:39]1)[CH:35]([CH3:37])[CH3:36].C(N)C#C. No catalyst specified. The product is [CH2:34]([N:38]1[C:43](=[O:44])[C:42]([CH2:45][NH:11][CH2:14][C:19]#[CH:18])=[CH:41][C:40]([C:51]2[CH:56]=[CH:55][C:54]([S:57][CH3:58])=[CH:53][CH:52]=2)=[N:39]1)[CH:35]([CH3:37])[CH3:36]. The yield is 0.522. (4) The reactants are [OH:1][C:2]1[CH:7]=[CH:6][C:5]([C:8]2([C:14]#[N:15])[CH2:13][CH2:12][O:11][CH2:10][CH2:9]2)=[CH:4][CH:3]=1.Cl[CH2:17][CH2:18][CH:19]1[CH2:23][CH2:22][CH2:21][N:20]1[CH3:24].C([O-])([O-])=O.[K+].[K+]. The catalyst is CN(C=O)C. The product is [CH3:24][N:20]1[CH2:21][CH2:22][CH2:23][CH:19]1[CH2:18][CH2:17][O:1][C:2]1[CH:7]=[CH:6][C:5]([C:8]2([C:14]#[N:15])[CH2:13][CH2:12][O:11][CH2:10][CH2:9]2)=[CH:4][CH:3]=1. The yield is 0.150. (5) The reactants are [CH3:1][N:2]([C:9]1[CH:14]=[CH:13][C:12]([C:15]([OH:24])([C:20]([F:23])([F:22])[F:21])[C:16]([F:19])([F:18])[F:17])=[CH:11][CH:10]=1)[CH2:3][C:4](OCC)=[O:5].[H-].[Al+3].[Li+].[H-].[H-].[H-]. The catalyst is C1COCC1. The product is [F:17][C:16]([F:18])([F:19])[C:15]([C:12]1[CH:13]=[CH:14][C:9]([N:2]([CH2:3][CH2:4][OH:5])[CH3:1])=[CH:10][CH:11]=1)([OH:24])[C:20]([F:21])([F:23])[F:22]. The yield is 0.730.